Predict which catalyst facilitates the given reaction. From a dataset of Catalyst prediction with 721,799 reactions and 888 catalyst types from USPTO. Reactant: [CH3:1][C:2]1([C:18]([O:20]C)=[O:19])[NH:7][C:6]2[CH:8]=[C:9]([C:11]3[CH:16]=[CH:15][N:14]=[CH:13][CH:12]=3)[S:10][C:5]=2[C:4](=[O:17])[NH:3]1.[OH-].[Na+].C(#N)C.CO. Product: [CH3:1][C:2]1([C:18]([OH:20])=[O:19])[NH:7][C:6]2[CH:8]=[C:9]([C:11]3[CH:12]=[CH:13][N:14]=[CH:15][CH:16]=3)[S:10][C:5]=2[C:4](=[O:17])[NH:3]1. The catalyst class is: 5.